Task: Predict the reactants needed to synthesize the given product.. Dataset: Full USPTO retrosynthesis dataset with 1.9M reactions from patents (1976-2016) (1) Given the product [CH3:3][C:4]1[C:5]([C:10]([O:12][CH2:13][CH3:14])=[O:11])=[N+:6]([O-:1])[CH:7]=[CH:8][CH:9]=1, predict the reactants needed to synthesize it. The reactants are: [OH:1]O.[CH3:3][C:4]1[C:5]([C:10]([O:12][CH2:13][CH3:14])=[O:11])=[N:6][CH:7]=[CH:8][CH:9]=1. (2) Given the product [C:22]([NH:21][C:19]([C:8]1[C:6]2=[N:7][C:2]([C:27]3[C:35]4[C:30](=[N:31][CH:32]=[CH:33][CH:34]=4)[N:29]([CH3:36])[N:28]=3)=[CH:3][N:4]=[C:5]2[N:10]([CH2:11][O:12][CH2:13][CH2:14][Si:15]([CH3:18])([CH3:17])[CH3:16])[CH:9]=1)=[O:20])([CH3:25])([CH3:24])[CH3:23], predict the reactants needed to synthesize it. The reactants are: Br[C:2]1[N:7]=[C:6]2[C:8]([C:19]([NH:21][C:22]([CH3:25])([CH3:24])[CH3:23])=[O:20])=[CH:9][N:10]([CH2:11][O:12][CH2:13][CH2:14][Si:15]([CH3:18])([CH3:17])[CH3:16])[C:5]2=[N:4][CH:3]=1.I[C:27]1[C:35]2[C:30](=[N:31][CH:32]=[CH:33][CH:34]=2)[N:29]([CH3:36])[N:28]=1.CCCC[Sn](CCCC)CCCC.CCCC[Sn](CCCC)CCCC. (3) Given the product [CH3:35][O:34][CH:5]([CH2:6][C:7]1[CH:8]=[CH:9][C:10]([O:13][CH2:14][CH2:15][CH:16]2[CH2:20][N:19]([CH2:21][C:22]3[CH:23]=[CH:24][C:25]([C:28]([F:31])([F:30])[F:29])=[CH:26][CH:27]=3)[C:18](=[O:32])[N:17]2[CH3:33])=[CH:11][CH:12]=1)[C:4]([OH:36])=[O:3], predict the reactants needed to synthesize it. The reactants are: C([O:3][C:4](=[O:36])[CH:5]([O:34][CH3:35])[CH2:6][C:7]1[CH:12]=[CH:11][C:10]([O:13][CH2:14][CH2:15][CH:16]2[CH2:20][N:19]([CH2:21][C:22]3[CH:27]=[CH:26][C:25]([C:28]([F:31])([F:30])[F:29])=[CH:24][CH:23]=3)[C:18](=[O:32])[N:17]2[CH3:33])=[CH:9][CH:8]=1)C.[OH-].[Na+]. (4) Given the product [F:19][C:15]1[CH:16]=[C:17]2[C:12](=[C:13]([F:20])[CH:14]=1)[O:11][CH2:10][C@H:9]([N:8]1[C:4]([CH2:3][CH2:2][NH:1][CH2:23][C:24]3([OH:25])[O:31][CH:30]([C:32]([OH:34])=[O:33])[CH:28]([OH:29])[CH:26]3[OH:27])=[CH:5][NH:6][C:7]1=[S:21])[CH2:18]2, predict the reactants needed to synthesize it. The reactants are: [NH2:1][CH2:2][CH2:3][C:4]1[N:8]([C@@H:9]2[CH2:18][C:17]3[C:12](=[C:13]([F:20])[CH:14]=[C:15]([F:19])[CH:16]=3)[O:11][CH2:10]2)[C:7](=[S:21])[NH:6][CH:5]=1.O=[CH:23][C@@H:24]([C@H:26]([C@@H:28]([C@@H:30]([C:32]([OH:34])=[O:33])[OH:31])[OH:29])[OH:27])[OH:25]. (5) Given the product [CH3:1][O:2][C:3]([C:5]1([N:18]2[CH2:22][CH2:21][CH2:20][C:19]2=[O:24])[CH2:10][CH2:9][N:8]([C:11]([O:13][C:14]([CH3:17])([CH3:16])[CH3:15])=[O:12])[CH2:7][CH2:6]1)=[O:4], predict the reactants needed to synthesize it. The reactants are: [CH3:1][O:2][C:3]([C:5]1([NH:18][C:19](=[O:24])[CH2:20][CH2:21][CH2:22]Cl)[CH2:10][CH2:9][N:8]([C:11]([O:13][C:14]([CH3:17])([CH3:16])[CH3:15])=[O:12])[CH2:7][CH2:6]1)=[O:4].[H-].[Na+].